This data is from Forward reaction prediction with 1.9M reactions from USPTO patents (1976-2016). The task is: Predict the product of the given reaction. (1) The product is: [CH2:1]([N:3]1[C:7]([CH:24]=[O:25])=[N:6][CH:5]=[N:4]1)[CH3:2]. Given the reactants [CH2:1]([N:3]1[CH:7]=[N:6][CH:5]=[N:4]1)[CH3:2].CN(C)CCN(C)C.C([Li])CCC.CN([CH:24]=[O:25])C.C(=O)(O)[O-].[Na+], predict the reaction product. (2) The product is: [NH2:3][CH2:12][C:13]1[C:21]2[C:16](=[CH:17][CH:18]=[C:19]([NH:22][C:23]([CH:25]3[CH2:29][CH2:28][N:27]([CH2:30][C:31](=[O:50])[N:32]4[CH2:33][CH2:34][N:35]([C:38]5[CH:43]=[CH:42][C:41]([C:44]6[N:49]=[CH:48][CH:47]=[CH:46][N:45]=6)=[CH:40][CH:39]=5)[CH2:36][CH2:37]4)[CH2:26]3)=[O:24])[CH:20]=2)[NH:15][N:14]=1. Given the reactants O=C1C2C(=CC=CC=2)C(=O)[N:3]1[CH2:12][C:13]1[C:21]2[C:16](=[CH:17][CH:18]=[C:19]([NH:22][C:23]([CH:25]3[CH2:29][CH2:28][N:27]([CH2:30][C:31](=[O:50])[N:32]4[CH2:37][CH2:36][N:35]([C:38]5[CH:43]=[CH:42][C:41]([C:44]6[N:49]=[CH:48][CH:47]=[CH:46][N:45]=6)=[CH:40][CH:39]=5)[CH2:34][CH2:33]4)[CH2:26]3)=[O:24])[CH:20]=2)[NH:15][N:14]=1, predict the reaction product. (3) Given the reactants [CH3:1][N:2]([C:19]1[CH:24]=[CH:23][CH:22]=[CH:21][C:20]=1[N+:25]([O-])=O)[C:3](=[O:18])[CH2:4][CH2:5][CH2:6][CH2:7][CH2:8][CH2:9][C:10](=[O:17])[C:11]1[CH:16]=[CH:15][CH:14]=[CH:13][CH:12]=1, predict the reaction product. The product is: [CH3:1][N:2]([C:19]1[CH:24]=[CH:23][CH:22]=[CH:21][C:20]=1[NH2:25])[C:3](=[O:18])[CH2:4][CH2:5][CH2:6][CH2:7][CH2:8][CH2:9][C:10](=[O:17])[C:11]1[CH:12]=[CH:13][CH:14]=[CH:15][CH:16]=1. (4) Given the reactants [Br:1][C:2]1[CH:3]=[C:4]([Cl:13])[C:5]([C:8]([F:12])([F:11])[CH2:9][NH2:10])=[N:6][CH:7]=1.[F:14][C:15]([F:26])([F:25])[C:16]1[CH:24]=[CH:23][CH:22]=[CH:21][C:17]=1[C:18](Cl)=[O:19], predict the reaction product. The product is: [Br:1][C:2]1[CH:3]=[C:4]([Cl:13])[C:5]([C:8]([F:12])([F:11])[CH2:9][NH:10][C:18](=[O:19])[C:17]2[CH:21]=[CH:22][CH:23]=[CH:24][C:16]=2[C:15]([F:14])([F:25])[F:26])=[N:6][CH:7]=1.